Regression. Given two drug SMILES strings and cell line genomic features, predict the synergy score measuring deviation from expected non-interaction effect. From a dataset of NCI-60 drug combinations with 297,098 pairs across 59 cell lines. Drug 1: CS(=O)(=O)C1=CC(=C(C=C1)C(=O)NC2=CC(=C(C=C2)Cl)C3=CC=CC=N3)Cl. Drug 2: C1=NC2=C(N1)C(=S)N=CN2. Cell line: A498. Synergy scores: CSS=3.10, Synergy_ZIP=-3.06, Synergy_Bliss=-3.96, Synergy_Loewe=-5.80, Synergy_HSA=-4.15.